Task: Predict which catalyst facilitates the given reaction.. Dataset: Catalyst prediction with 721,799 reactions and 888 catalyst types from USPTO (1) Reactant: [CH3:1][C:2]([C:12]1[C:20]2[O:19][CH2:18][CH2:17][C:16]=2[CH:15]=[C:14]([S:21]([CH3:24])(=[O:23])=[O:22])[CH:13]=1)([CH3:11])[CH2:3][C:4]1([C:7]([F:10])([F:9])[F:8])[CH2:6][O:5]1.[S:25]1[C:33]2[C:28](=[N:29][CH:30]=[CH:31][C:32]=2[OH:34])[CH:27]=[CH:26]1.[O-]CC.[Na+]. Product: [OH:5][C:4]([C:7]([F:8])([F:9])[F:10])([CH2:3][C:2]([C:12]1[C:20]2[O:19][CH2:18][CH2:17][C:16]=2[CH:15]=[C:14]([S:21]([CH3:24])(=[O:22])=[O:23])[CH:13]=1)([CH3:1])[CH3:11])[CH2:6][N:29]1[CH:30]=[CH:31][C:32](=[O:34])[C:33]2[S:25][CH:26]=[CH:27][C:28]1=2. The catalyst class is: 162. (2) Reactant: [C:1]([N:8]1[CH2:16][CH2:15][CH:14]2[NH:17][CH:10]([CH2:11][CH2:12][CH2:13]2)[CH2:9]1)([O:3][C:4]([CH3:7])([CH3:6])[CH3:5])=[O:2].[C:18](O[C:18](=[O:21])[CH2:19][CH3:20])(=[O:21])[CH2:19][CH3:20].[OH-].[Na+]. Product: [C:1]([N:8]1[CH2:16][CH2:15][CH:14]2[N:17]([C:18](=[O:21])[CH2:19][CH3:20])[CH:10]([CH2:11][CH2:12][CH2:13]2)[CH2:9]1)([O:3][C:4]([CH3:7])([CH3:6])[CH3:5])=[O:2]. The catalyst class is: 4.